This data is from Reaction yield outcomes from USPTO patents with 853,638 reactions. The task is: Predict the reaction yield, written as a fraction of the theoretical maximum amount of product (1.0 means a 100% yield; for example, 0.34 means a 34% yield). (1) The reactants are [CH:1]1[CH2:7][CH2:6][CH2:5][CH:4]=[CH:3][CH:2]=1.I([O-])(=O)(=O)=O.C([N+](CCCC)(CCCC)CCCC)CCC.[C:30]([O:34][C:35](=[O:38])[NH:36][OH:37])([CH3:33])([CH3:32])[CH3:31]. The catalyst is C(Cl)Cl.CO.CCOC(C)=O.CCOC(C)=O. The product is [CH:2]12[CH:1]=[CH:7][CH:6]([O:37][N:36]1[C:35]([O:34][C:30]([CH3:33])([CH3:32])[CH3:31])=[O:38])[CH2:5][CH2:4][CH2:3]2. The yield is 0.890. (2) The reactants are [NH2:1][C:2]1[O:3][C:4]2[C:9]([CH:10]([C:14]3[CH:19]=[C:18]([O:20][CH3:21])[C:17]([O:22][CH3:23])=[C:16]([Br:24])[CH:15]=3)[C:11]=1[C:12]#[N:13])=[CH:8][C:7]([OH:25])=[C:6]1[CH:26]=[CH:27][CH:28]=[CH:29][C:5]=21.[C:30](=O)([O-])[O-].[K+].[K+].IC. The catalyst is C(#N)C.O. The product is [NH2:1][C:2]1[O:3][C:4]2[C:9]([CH:10]([C:14]3[CH:19]=[C:18]([O:20][CH3:21])[C:17]([O:22][CH3:23])=[C:16]([Br:24])[CH:15]=3)[C:11]=1[C:12]#[N:13])=[CH:8][C:7]([O:25][CH3:30])=[C:6]1[CH:26]=[CH:27][CH:28]=[CH:29][C:5]=21. The yield is 0.856. (3) The reactants are Cl[C:2]1[C:7]([C:8]#[N:9])=[CH:6][CH:5]=[CH:4][N:3]=1.[F:10][C:11]1[CH:12]=[C:13](B(O)O)[CH:14]=[CH:15][C:16]=1[F:17]. No catalyst specified. The product is [F:10][C:11]1[CH:12]=[C:13]([C:2]2[N:3]=[CH:4][CH:5]=[CH:6][C:7]=2[C:8]#[N:9])[CH:14]=[CH:15][C:16]=1[F:17]. The yield is 0.770. (4) The reactants are C([N:8]1[CH2:12][CH2:11][C:10](=[O:13])[CH2:9]1)C1C=CC=CC=1.[C:22](O[C:22]([O:24][C:25]([CH3:28])([CH3:27])[CH3:26])=[O:23])([O:24][C:25]([CH3:28])([CH3:27])[CH3:26])=[O:23]. The catalyst is CO.[Pd]. The product is [C:25]([O:24][C:22]([N:8]1[CH2:12][CH2:11][C:10](=[O:13])[CH2:9]1)=[O:23])([CH3:26])([CH3:27])[CH3:28]. The yield is 0.590. (5) The reactants are [C:1]([CH2:3][CH2:4][N:5]1[CH2:14][CH2:13][C:12]2[C:7](=[CH:8][C:9]([O:17][CH3:18])=[C:10]([O:15][CH3:16])[CH:11]=2)[CH2:6]1)#[N:2].Cl.[OH-].[Na+].CCOCC. The catalyst is C1COCC1.C(Cl)Cl. The product is [NH2:2][CH2:1][CH2:3][CH2:4][N:5]1[CH2:14][CH2:13][C:12]2[C:7](=[CH:8][C:9]([O:17][CH3:18])=[C:10]([O:15][CH3:16])[CH:11]=2)[CH2:6]1. The yield is 0.880.